From a dataset of Forward reaction prediction with 1.9M reactions from USPTO patents (1976-2016). Predict the product of the given reaction. (1) Given the reactants COC([NH:5][CH:6]1[C:15]2[C:10](=[CH:11][CH:12]=[CH:13][CH:14]=2)[CH2:9][NH:8][C:7]1=[O:16])=O.C[Si](I)(C)C, predict the reaction product. The product is: [NH2:5][CH:6]1[C:15]2[C:10](=[CH:11][CH:12]=[CH:13][CH:14]=2)[CH2:9][NH:8][C:7]1=[O:16]. (2) Given the reactants C(OC(=O)[NH:10][C@@H:11]([CH2:22][C:23]1[CH:28]=[CH:27][CH:26]=[CH:25][CH:24]=1)/[CH:12]=[N:13]/[C:14]1[CH:19]=[CH:18][CH:17]=[CH:16][C:15]=1[NH:20][CH3:21])C1C=CC=CC=1, predict the reaction product. The product is: [NH2:10][C@@H:11]([CH2:22][C:23]1[CH:28]=[CH:27][CH:26]=[CH:25][CH:24]=1)/[CH:12]=[N:13]/[C:14]1[C:15]([NH:20][CH3:21])=[CH:16][CH:17]=[CH:18][CH:19]=1. (3) Given the reactants [C:1]([O:5][C:6](=[O:31])[NH:7][C:8]1[S:9][C:10]2[CH:19]=[CH:18][C:17](=[O:20])[C:16]3[C:12](=[CH:13][N:14]([CH2:21][C:22]4[CH:27]=[CH:26][C:25]([O:28][CH3:29])=[CH:24][CH:23]=4)[N:15]=3)[C:11]=2[N:30]=1)([CH3:4])([CH3:3])[CH3:2].[H-].[H-].[H-].[H-].[Li+].[Al+3], predict the reaction product. The product is: [C:1]([O:5][C:6](=[O:31])[NH:7][C:8]1[S:9][C:10]2[CH2:19][CH2:18][CH:17]([OH:20])[C:16]3[C:12](=[CH:13][N:14]([CH2:21][C:22]4[CH:23]=[CH:24][C:25]([O:28][CH3:29])=[CH:26][CH:27]=4)[N:15]=3)[C:11]=2[N:30]=1)([CH3:4])([CH3:2])[CH3:3]. (4) Given the reactants [F:1][C:2]1[C:3]2[CH:4]=[C:5]3[C:14]4[N:13]=[C:12]([C:15]5[C:16]([N:35]([CH3:40])[S:36]([CH3:39])(=[O:38])=[O:37])=[CH:17][C:18]6[O:22][C:21]([C:23]7[CH:28]=[CH:27][C:26]([F:29])=[CH:25][CH:24]=7)=[C:20]([C:30]([NH:32][CH3:33])=[O:31])[C:19]=6[CH:34]=5)[CH:11]=[CH:10][C:9]=4[CH2:8][CH:7]([CH2:41]O)[N:6]3[C:43]=2[CH:44]=[CH:45][CH:46]=1.CCN(S(F)(F)[F:53])CC, predict the reaction product. The product is: [F:1][C:2]1[C:3]2[CH:4]=[C:5]3[C:14]4[N:13]=[C:12]([C:15]5[C:16]([N:35]([CH3:40])[S:36]([CH3:39])(=[O:37])=[O:38])=[CH:17][C:18]6[O:22][C:21]([C:23]7[CH:28]=[CH:27][C:26]([F:29])=[CH:25][CH:24]=7)=[C:20]([C:30]([NH:32][CH3:33])=[O:31])[C:19]=6[CH:34]=5)[CH:11]=[CH:10][C:9]=4[CH2:8][CH:7]([CH2:41][F:53])[N:6]3[C:43]=2[CH:44]=[CH:45][CH:46]=1. (5) Given the reactants [CH2:1]([CH:3]1[O:7][C:6](=[O:8])[N:5]([CH2:9][C:10]2[CH:15]=[CH:14][CH:13]=[CH:12][C:11]=2[NH2:16])[CH2:4]1)[CH3:2].C(N(CC)CC)C.[F:24][C:25]([F:38])([F:37])[S:26](O[S:26]([C:25]([F:38])([F:37])[F:24])(=[O:28])=[O:27])(=[O:28])=[O:27], predict the reaction product. The product is: [CH2:1]([CH:3]1[O:7][C:6](=[O:8])[N:5]([CH2:9][C:10]2[CH:15]=[CH:14][CH:13]=[CH:12][C:11]=2[NH:16][S:26]([C:25]([F:38])([F:37])[F:24])(=[O:28])=[O:27])[CH2:4]1)[CH3:2]. (6) Given the reactants [Cl:1][C:2]1[CH:7]=[C:6](I)[CH:5]=[C:4]([Cl:9])[N:3]=1.CC1(C)OB([C:16]2[CH:17]=[N:18][C:19]([C:22]([F:25])([F:24])[F:23])=[N:20][CH:21]=2)OC1(C)C.C(=O)([O-])[O-].[K+].[K+].O, predict the reaction product. The product is: [Cl:1][C:2]1[CH:7]=[C:6]([C:16]2[CH:17]=[N:18][C:19]([C:22]([F:25])([F:24])[F:23])=[N:20][CH:21]=2)[CH:5]=[C:4]([Cl:9])[N:3]=1. (7) Given the reactants [F:1][C:2]([F:15])([F:14])[C:3]1[CH:8]=[CH:7][C:6](/[CH:9]=[CH:10]/[C:11]([NH2:13])=[O:12])=[CH:5][CH:4]=1.[Cl:16][CH2:17][C:18]([CH2:20]Cl)=O.O, predict the reaction product. The product is: [Cl:16][CH2:17][C:18]1[N:13]=[C:11](/[CH:10]=[CH:9]/[C:6]2[CH:5]=[CH:4][C:3]([C:2]([F:14])([F:15])[F:1])=[CH:8][CH:7]=2)[O:12][CH:20]=1. (8) Given the reactants [C:1]([O:5][C:6](=[O:30])[CH2:7][O:8][C:9]1[CH:14]=[CH:13][C:12](C#N)=[CH:11][C:10]=1[C:17]#[C:18][C:19]1[CH:24]=[C:23](S(C)(=O)=O)[CH:22]=[CH:21][C:20]=1F)([CH3:4])([CH3:3])[CH3:2].C(OC(=O)COC1C=CC([Cl:45])=CC=1C#C)(C)(C)C.BrC1C=C(C=CC=1)C[CH2:54][S:55]([CH2:58]CC1C=CC=C(Br)C=1)(=[O:57])=[O:56], predict the reaction product. The product is: [C:1]([O:5][C:6](=[O:30])[CH2:7][O:8][C:9]1[CH:14]=[CH:13][C:12]([Cl:45])=[CH:11][C:10]=1[C:17]#[C:18][C:19]1[CH:20]=[CH:21][CH:22]=[C:23]([CH2:54][S:55]([CH3:58])(=[O:57])=[O:56])[CH:24]=1)([CH3:4])([CH3:2])[CH3:3]. (9) The product is: [OH:8][CH2:7][CH2:6][C:4]1[CH:5]=[N:1][N:2]([C:16]([O:17][C:18]([CH3:21])([CH3:20])[CH3:19])=[O:22])[CH:3]=1. Given the reactants [NH:1]1[CH:5]=[C:4]([CH2:6][CH2:7][OH:8])[CH:3]=[N:2]1.C(N(CC)CC)C.[C:16](=O)([O-:22])[O:17][C:18]([CH3:21])([CH3:20])[CH3:19], predict the reaction product. (10) Given the reactants Cl[C:2]1[C:11]2[C:6](=[CH:7][CH:8]=[CH:9][C:10]=2F)[N:5]=[CH:4][N:3]=1.[CH3:13][O:14][C:15]1[CH:16]=[C:17]([CH:19]=[CH:20][C:21]=1[O:22][C:23]1[CH:28]=[CH:27][CH:26]=[CH:25][CH:24]=1)[NH2:18].[CH:29]([N:32](C(C)C)[CH2:33]C)(C)C.[CH:38]([OH:41])([CH3:40])[CH3:39], predict the reaction product. The product is: [CH3:29][N:32]([CH3:33])[CH2:39][CH:38]([CH3:40])[O:41][C:10]1[CH:9]=[CH:8][CH:7]=[C:6]2[C:11]=1[C:2]([NH:18][C:17]1[CH:19]=[CH:20][C:21]([O:22][C:23]3[CH:24]=[CH:25][CH:26]=[CH:27][CH:28]=3)=[C:15]([O:14][CH3:13])[CH:16]=1)=[N:3][CH:4]=[N:5]2.